Dataset: Full USPTO retrosynthesis dataset with 1.9M reactions from patents (1976-2016). Task: Predict the reactants needed to synthesize the given product. (1) The reactants are: CS(O[CH2:6][C@H:7]1[N:18]2[C:19]3[C:10](=[C:11]([F:21])[CH:12]=[N:13][C:14]=3[CH:15]=[CH:16][C:17]2=[O:20])[O:9][CH2:8]1)(=O)=O.[C:22]([O:26][C:27](=[O:36])[NH:28][C@H:29]1[CH2:34][CH2:33][NH:32][CH2:31][C@H:30]1[OH:35])([CH3:25])([CH3:24])[CH3:23]. Given the product [F:21][C:11]1[CH:12]=[N:13][C:14]2[CH:15]=[CH:16][C:17](=[O:20])[N:18]3[C@H:7]([CH2:6][N:32]4[CH2:33][CH2:34][C@H:29]([NH:28][C:27](=[O:36])[O:26][C:22]([CH3:23])([CH3:24])[CH3:25])[C@H:30]([OH:35])[CH2:31]4)[CH2:8][O:9][C:10]=1[C:19]=23, predict the reactants needed to synthesize it. (2) Given the product [Br:1][C:2]1[CH:3]=[C:4]([N:8]2[C:16]3[CH:15]=[C:14]([O:23][CH3:22])[N:13]=[CH:12][C:11]=3[C:10]([C:18]([OH:20])=[O:19])=[N:9]2)[CH:5]=[CH:6][CH:7]=1, predict the reactants needed to synthesize it. The reactants are: [Br:1][C:2]1[CH:3]=[C:4]([N:8]2[C:16]3[CH:15]=[C:14](Cl)[N:13]=[CH:12][C:11]=3[C:10]([C:18]([O:20]C)=[O:19])=[N:9]2)[CH:5]=[CH:6][CH:7]=1.[CH3:22][O-:23].[Na+].CO.Cl. (3) Given the product [NH2:14][C@H:15]1[CH2:20][CH2:19][C@H:18]([NH:21][C:2]2[CH:11]=[C:10]3[C:5]([C:6](=[O:13])[NH:7][C:8](=[O:12])[NH:9]3)=[CH:4][CH:3]=2)[CH2:17][CH2:16]1, predict the reactants needed to synthesize it. The reactants are: F[C:2]1[CH:11]=[C:10]2[C:5]([C:6](=[O:13])[NH:7][C:8](=[O:12])[NH:9]2)=[CH:4][CH:3]=1.[NH2:14][C@H:15]1[CH2:20][CH2:19][C@H:18]([NH2:21])[CH2:17][CH2:16]1. (4) Given the product [F:1][C:2]([F:17])([F:18])[C:3]1[CH:4]=[C:5]([CH:13]([N:15]([CH3:16])[C:26]([N:43]2[CH2:42][CH:40]3[CH:39]([CH2:38][N:37]([CH2:30][C:31]4[CH:32]=[CH:33][CH:34]=[CH:35][CH:36]=4)[CH2:41]3)[CH:44]2[C:45]2[CH:50]=[CH:49][C:48]([F:51])=[CH:47][C:46]=2[CH3:52])=[O:27])[CH3:14])[CH:6]=[C:7]([C:9]([F:10])([F:11])[F:12])[CH:8]=1, predict the reactants needed to synthesize it. The reactants are: [F:1][C:2]([F:18])([F:17])[C:3]1[CH:4]=[C:5]([C@H:13]([NH:15][CH3:16])[CH3:14])[CH:6]=[C:7]([C:9]([F:12])([F:11])[F:10])[CH:8]=1.C(N(CC)CC)C.[C:26](Cl)(Cl)=[O:27].[CH2:30]([N:37]1[CH2:41][CH:40]2[CH2:42][NH:43][CH:44]([C:45]3[CH:50]=[CH:49][C:48]([F:51])=[CH:47][C:46]=3[CH3:52])[CH:39]2[CH2:38]1)[C:31]1[CH:36]=[CH:35][CH:34]=[CH:33][CH:32]=1. (5) Given the product [F:15][C:16]1[CH:21]=[CH:20][C:19]([S:22][C:2]2[CH:7]=[C:6]([C:8]3[CH:13]=[CH:12][CH:11]=[CH:10][CH:9]=3)[N:5]=[C:4]([NH2:14])[N:3]=2)=[CH:18][CH:17]=1, predict the reactants needed to synthesize it. The reactants are: Cl[C:2]1[CH:7]=[C:6]([C:8]2[CH:13]=[CH:12][CH:11]=[CH:10][CH:9]=2)[N:5]=[C:4]([NH2:14])[N:3]=1.[F:15][C:16]1[CH:21]=[CH:20][C:19]([SH:22])=[CH:18][CH:17]=1. (6) Given the product [NH2:1][C:4]1[CH:5]=[CH:6][C:7]([S:10][CH2:11][CH2:12][O:13][C:14](=[O:22])[C:15]2[CH:20]=[CH:19][CH:18]=[C:17]([Cl:21])[CH:16]=2)=[N:8][CH:9]=1, predict the reactants needed to synthesize it. The reactants are: [N+:1]([C:4]1[CH:5]=[CH:6][C:7]([S:10][CH2:11][CH2:12][O:13][C:14](=[O:22])[C:15]2[CH:20]=[CH:19][CH:18]=[C:17]([Cl:21])[CH:16]=2)=[N:8][CH:9]=1)([O-])=O.